From a dataset of Peptide-MHC class I binding affinity with 185,985 pairs from IEDB/IMGT. Regression. Given a peptide amino acid sequence and an MHC pseudo amino acid sequence, predict their binding affinity value. This is MHC class I binding data. (1) The peptide sequence is RKAKIIRDY. The MHC is HLA-B44:02 with pseudo-sequence HLA-B44:02. The binding affinity (normalized) is 0. (2) The peptide sequence is GLNKIVRMY. The MHC is HLA-A02:06 with pseudo-sequence HLA-A02:06. The binding affinity (normalized) is 0. (3) The peptide sequence is KIPNDNIIE. The MHC is HLA-A01:01 with pseudo-sequence HLA-A01:01. The binding affinity (normalized) is 0.0847. (4) The peptide sequence is RSLYNTVATLY. The MHC is HLA-B57:01 with pseudo-sequence HLA-B57:01. The binding affinity (normalized) is 0.886. (5) The peptide sequence is TPALATRGF. The MHC is HLA-A31:01 with pseudo-sequence HLA-A31:01. The binding affinity (normalized) is 0.0847. (6) The peptide sequence is EQRRSTIFDI. The MHC is HLA-A02:06 with pseudo-sequence HLA-A02:06. The binding affinity (normalized) is 0.0622. (7) The peptide sequence is RTRFFCIPK. The MHC is HLA-B15:01 with pseudo-sequence HLA-B15:01. The binding affinity (normalized) is 0.149. (8) The peptide sequence is SIRDGVRAY. The MHC is HLA-B46:01 with pseudo-sequence HLA-B46:01. The binding affinity (normalized) is 0.479.